This data is from Forward reaction prediction with 1.9M reactions from USPTO patents (1976-2016). The task is: Predict the product of the given reaction. (1) Given the reactants [CH3:1][O:2][C:3]1[CH:4]=[C:5]2[C:10](=[CH:11][C:12]=1[O:13][CH3:14])[N:9]=[CH:8][CH:7]=[C:6]2[O:15][C:16]1[CH:22]=[CH:21][C:19]([NH2:20])=[CH:18][CH:17]=1.C1(C)C=CC=CC=1.C(N(CC)CC)C.Cl[C:38](Cl)([O:40][C:41](=[O:47])OC(Cl)(Cl)Cl)Cl.[F:49][C:50]([F:60])([F:59])[C:51]1[CH:58]=[CH:57][C:54](CO)=[CH:53][CH:52]=1, predict the reaction product. The product is: [CH3:1][O:2][C:3]1[CH:4]=[C:5]2[C:10](=[CH:11][C:12]=1[O:13][CH3:14])[N:9]=[CH:8][CH:7]=[C:6]2[O:15][C:16]1[CH:22]=[CH:21][C:19]([NH:20][C:41](=[O:47])[O:40][CH2:38][C:54]2[CH:57]=[CH:58][C:51]([C:50]([F:60])([F:59])[F:49])=[CH:52][CH:53]=2)=[CH:18][CH:17]=1. (2) Given the reactants [O:1]=[C:2]1[NH:11][C:10]2[C:5](=[CH:6][CH:7]=[CH:8][CH:9]=2)[NH:4][C@@H:3]1[CH2:12][C:13]([O:15][CH3:16])=[O:14].[Cl:17][C:18]1[CH:19]=[C:20]([S:25](Cl)(=[O:27])=[O:26])[CH:21]=[CH:22][C:23]=1[Cl:24], predict the reaction product. The product is: [Cl:17][C:18]1[CH:19]=[C:20]([S:25]([N:4]2[C:5]3[C:10](=[CH:9][CH:8]=[CH:7][CH:6]=3)[NH:11][C:2](=[O:1])[C@H:3]2[CH2:12][C:13]([O:15][CH3:16])=[O:14])(=[O:26])=[O:27])[CH:21]=[CH:22][C:23]=1[Cl:24]. (3) Given the reactants Br[C:2]1[N:6]2[N:7]=[C:8]([NH:11][CH:12]3[CH2:17][CH2:16][O:15][CH2:14][CH2:13]3)[CH:9]=[CH:10][C:5]2=[N:4][CH:3]=1.Cl.[NH2:19][CH2:20][C:21]1[CH:26]=[CH:25][C:24](B(O)O)=[CH:23][CH:22]=1.P([O-])([O-])([O-])=O.[K+].[K+].[K+].COCCOC, predict the reaction product. The product is: [NH2:19][CH2:20][C:21]1[CH:26]=[CH:25][C:24]([C:2]2[N:6]3[N:7]=[C:8]([NH:11][CH:12]4[CH2:17][CH2:16][O:15][CH2:14][CH2:13]4)[CH:9]=[CH:10][C:5]3=[N:4][CH:3]=2)=[CH:23][CH:22]=1.